Dataset: Reaction yield outcomes from USPTO patents with 853,638 reactions. Task: Predict the reaction yield, written as a fraction of the theoretical maximum amount of product (1.0 means a 100% yield; for example, 0.34 means a 34% yield). (1) The catalyst is CO.O. The product is [F:1][C@H:2]1[CH2:6][CH2:5][N:4]([C:7]2[CH:8]=[CH:9][C:10]3[N:11]([C:13]([C:16]([OH:18])=[O:17])=[CH:14][N:15]=3)[N:12]=2)[CH2:3]1. The reactants are [F:1][C@H:2]1[CH2:6][CH2:5][N:4]([C:7]2[CH:8]=[CH:9][C:10]3[N:11]([C:13]([C:16]([O:18]CC)=[O:17])=[CH:14][N:15]=3)[N:12]=2)[CH2:3]1.[OH-].[Na+]. The yield is 0.690. (2) The reactants are [CH:1]1([S:4]([N:7]2[C:11]3=[CH:12][C:13]4[S:17][CH:16]=[N:15][C:14]=4[C:18]([F:19])=[C:10]3[N:9]([C:20]3[CH:25]=[CH:24][C:23]([I:26])=[CH:22][C:21]=3[F:27])C2=O)(=[O:6])=[O:5])[CH2:3][CH2:2]1.C[Si](C)(C)[O-].[K+]. The catalyst is C1COCC1. The product is [F:19][C:18]1[C:14]2[N:15]=[CH:16][S:17][C:13]=2[CH:12]=[C:11]([NH:7][S:4]([CH:1]2[CH2:2][CH2:3]2)(=[O:5])=[O:6])[C:10]=1[NH:9][C:20]1[CH:25]=[CH:24][C:23]([I:26])=[CH:22][C:21]=1[F:27]. The yield is 0.631. (3) The reactants are [C:1]([N:4]1[C:13]2[C:8](=[CH:9][CH:10]=[CH:11][CH:12]=2)[C@H:7]([OH:14])[CH2:6][C@@H:5]1[CH3:15])(=[O:3])[CH3:2].C(O)(=O)C.C(O)(=O)C.[C:24]1([Bi]([C:24]2[CH:29]=[CH:28][CH:27]=[CH:26][CH:25]=2)[C:24]2[CH:29]=[CH:28][CH:27]=[CH:26][CH:25]=2)[CH:29]=[CH:28][CH:27]=[CH:26][CH:25]=1.O. The catalyst is ClCCl.C([O-])(=O)C.[Cu+2].C([O-])(=O)C. The product is [C:1]([N:4]1[C:13]2[C:8](=[CH:9][CH:10]=[CH:11][CH:12]=2)[C@H:7]([O:14][C:24]2[CH:29]=[CH:28][CH:27]=[CH:26][CH:25]=2)[CH2:6][C@@H:5]1[CH3:15])(=[O:3])[CH3:2]. The yield is 0.490. (4) The reactants are [OH-].[K+].C(=O)(OC)[O:4][C:5]1[CH:10]=[C:9]([N+:11]([O-:13])=[O:12])[C:8]([C:14]([CH3:17])([CH3:16])[CH3:15])=[CH:7][C:6]=1[Cl:18].Cl. The catalyst is CO. The product is [C:14]([C:8]1[C:9]([N+:11]([O-:13])=[O:12])=[CH:10][C:5]([OH:4])=[C:6]([Cl:18])[CH:7]=1)([CH3:17])([CH3:15])[CH3:16]. The yield is 0.680. (5) The yield is 0.840. The reactants are [C:1]([O:5][C:6](=[O:36])[NH:7][C:8]1([C:12]2[CH:17]=[CH:16][C:15]([C:18]3[C:27](=[O:28])[C:26]4[C:21](=[CH:22][CH:23]=[C:24](F)[CH:25]=4)[O:20][C:19]=3[C:30]3[CH:35]=[CH:34][CH:33]=[CH:32][CH:31]=3)=[CH:14][CH:13]=2)[CH2:11][CH2:10][CH2:9]1)([CH3:4])([CH3:3])[CH3:2].[CH2:37]([N:39]1C2=C3C(=CC=[C:42]2[CH:41]=[N:40]1)C(=O)C(I)=C(C1C=CC=CC=1)O3)C. No catalyst specified. The product is [C:1]([O:5][C:6](=[O:36])[NH:7][C:8]1([C:12]2[CH:17]=[CH:16][C:15]([C:18]3[C:27](=[O:28])[C:26]4[C:21]([O:20][C:19]=3[C:30]3[CH:35]=[CH:34][CH:33]=[CH:32][CH:31]=3)=[C:22]3[N:40]([CH2:41][CH3:42])[N:39]=[CH:37][C:23]3=[CH:24][CH:25]=4)=[CH:14][CH:13]=2)[CH2:11][CH2:10][CH2:9]1)([CH3:4])([CH3:3])[CH3:2].